Task: Predict the reactants needed to synthesize the given product.. Dataset: Full USPTO retrosynthesis dataset with 1.9M reactions from patents (1976-2016) The reactants are: [NH2:1][NH:2][C:3]([C:5]1[C:10]([Br:11])=[CH:9][CH:8]=[CH:7][N:6]=1)=[NH:4].[F:12][C:13]1[CH:14]=[CH:15][C:16]([OH:21])=[C:17]([CH:20]=1)[CH:18]=O. Given the product [Br:11][C:10]1[C:5]([C:3]2[N:4]=[C:18]([C:17]3[CH:20]=[C:13]([F:12])[CH:14]=[CH:15][C:16]=3[OH:21])[NH:1][N:2]=2)=[N:6][CH:7]=[CH:8][CH:9]=1, predict the reactants needed to synthesize it.